From a dataset of Forward reaction prediction with 1.9M reactions from USPTO patents (1976-2016). Predict the product of the given reaction. (1) Given the reactants [CH3:1][O:2][C:3]1[CH:38]=[CH:37][C:6]([CH2:7][NH:8][C:9]2[N:14]=[C:13]([O:15]C3C=CC(NC(=O)CC(NC4C=CC(F)=CC=4)=O)=CC=3F)[CH:12]=[CH:11][N:10]=2)=[CH:5][CH:4]=1.FC1C=CC(CC(N=C=O)=O)=CC=1.COC1C=CC(CNC2N=CN=C(O[C:67]3[CH:72]=[CH:71][C:70]([NH:73][C:74]([NH:76][C:77](=[O:86])[CH2:78][C:79]4[CH:84]=[CH:83][C:82]([F:85])=[CH:81][CH:80]=4)=[O:75])=[CH:69][C:68]=3[F:87])C=2)=CC=1, predict the reaction product. The product is: [CH3:1][O:2][C:3]1[CH:4]=[CH:5][C:6]([CH2:7][NH:8][C:9]2[N:14]=[C:13]([O:15][C:67]3[CH:72]=[CH:71][C:70]([NH:73][C:74]([NH:76][C:77](=[O:86])[CH2:78][C:79]4[CH:84]=[CH:83][C:82]([F:85])=[CH:81][CH:80]=4)=[O:75])=[CH:69][C:68]=3[F:87])[CH:12]=[CH:11][N:10]=2)=[CH:37][CH:38]=1. (2) Given the reactants C([O:8][C:9](=[O:40])[C@@H:10]([N:25]([CH2:33][CH:34]1[CH2:39][CH2:38][CH2:37][CH2:36][CH2:35]1)[C:26]([O:28][C:29]([CH3:32])([CH3:31])[CH3:30])=[O:27])[CH2:11][CH2:12][C:13]1[N:17]([CH2:18][CH2:19][CH3:20])[C:16]2[CH:21]=[CH:22][CH:23]=[CH:24][C:15]=2[N:14]=1)C1C=CC=CC=1, predict the reaction product. The product is: [C:29]([O:28][C:26]([N:25]([CH2:33][CH:34]1[CH2:39][CH2:38][CH2:37][CH2:36][CH2:35]1)[C@@H:10]([CH2:11][CH2:12][C:13]1[N:17]([CH2:18][CH2:19][CH3:20])[C:16]2[CH:21]=[CH:22][CH:23]=[CH:24][C:15]=2[N:14]=1)[C:9]([OH:40])=[O:8])=[O:27])([CH3:30])([CH3:31])[CH3:32].